Dataset: Reaction yield outcomes from USPTO patents with 853,638 reactions. Task: Predict the reaction yield, written as a fraction of the theoretical maximum amount of product (1.0 means a 100% yield; for example, 0.34 means a 34% yield). The reactants are [Cl:1][C:2]1[CH:3]=[C:4](I)[C:5]([NH2:8])=[N:6][CH:7]=1.C1COCC1.C(N(CC)CC)C.[CH3:22][Si:23]([C:26]#[CH:27])([CH3:25])[CH3:24]. The catalyst is [Cu](I)I.Cl[Pd](Cl)([P](C1C=CC=CC=1)(C1C=CC=CC=1)C1C=CC=CC=1)[P](C1C=CC=CC=1)(C1C=CC=CC=1)C1C=CC=CC=1.C(OCC)C. The product is [Cl:1][C:2]1[CH:3]=[C:4]([C:27]#[C:26][Si:23]([CH3:25])([CH3:24])[CH3:22])[C:5]([NH2:8])=[N:6][CH:7]=1. The yield is 1.00.